Dataset: Reaction yield outcomes from USPTO patents with 853,638 reactions. Task: Predict the reaction yield, written as a fraction of the theoretical maximum amount of product (1.0 means a 100% yield; for example, 0.34 means a 34% yield). The reactants are [N:1]([O-])=O.[Na+].[F:5][C:6]1[C:11]([NH2:12])=[CH:10][CH:9]=[CH:8][N:7]=1.[Sn](Cl)Cl. The catalyst is O.Cl. The product is [F:5][C:6]1[C:11]([NH:12][NH2:1])=[CH:10][CH:9]=[CH:8][N:7]=1. The yield is 0.440.